This data is from Ames mutagenicity test results for genotoxicity prediction. The task is: Regression/Classification. Given a drug SMILES string, predict its toxicity properties. Task type varies by dataset: regression for continuous values (e.g., LD50, hERG inhibition percentage) or binary classification for toxic/non-toxic outcomes (e.g., AMES mutagenicity, cardiotoxicity, hepatotoxicity). Dataset: ames. The drug is CS(=O)(=O)Nc1ccc(Nc2c3ccc(N=[N+]=[N-])cc3nc3ccc(N=[N+]=[N-])cc23)cc1. The result is 0 (non-mutagenic).